Dataset: Experimentally validated miRNA-target interactions with 360,000+ pairs, plus equal number of negative samples. Task: Binary Classification. Given a miRNA mature sequence and a target amino acid sequence, predict their likelihood of interaction. (1) The miRNA is mmu-miR-1b-5p with sequence UACAUACUUCUUUACAUUCCA. Result: 0 (no interaction). The protein sequence of the target gene is MAEHGAHFTAASVADDQPSIFEVVAQDSLMTAVRPALQHVVKVLAESNPTHYGFLWRWFDEIFTLLDLLLQQHYLSRTSASFSENFYGLKRIVMGDTHKSQRLASAGLPKQQLWKSIMFLVLLPYLKVKLEKLVSSLREEDEYSIHPPSSRWKRFYRAFLAAYPFVNMAWEGWFLVQQLRYILGKAQHHSPLLRLAGVQLGRLTVQDIQALEHKPAKASMMQQPARSVSEKINSALKKAVGGVALSLSTGLSVGVFFLQFLDWWYSSENQETIKSLTALPTPPPPVHLDYNSDSPLLPKM.... (2) The miRNA is hsa-miR-4795-3p with sequence AUAUUAUUAGCCACUUCUGGAU. Result: 0 (no interaction). The protein sequence of the target gene is MAEVSIDQSKLPGVKEVCRDFAVLEDHTLAHSLQEQEIEHHLASNVQRNRLVQHDLQVAKQLQEEDLKAQAQLQKRYKDLEQQDCEIAQEIQEKLAIEAERRRIQEKKDEDIARLLQEKELQEEKKRKKHFPEFPATRAYADSYYYEDGGMKPRVMKEAVSTPSRMAHRDQEWYDAEIARKLQEEELLATQVDMRAAQVAQDEEIARLLMAEEKKAYKKAKEREKSSLDKRKQDPEWKPKTAKAANSKSKESDEPHHSKNERPARPPPPIMTDGEDADYTHFTNQQSSTRHFSKSESSHK....